Predict the reactants needed to synthesize the given product. From a dataset of Full USPTO retrosynthesis dataset with 1.9M reactions from patents (1976-2016). Given the product [F:10][C:11]1[CH:12]=[C:13]([N:30]2[CH2:34][C@H:33]([CH2:35][N:36]3[CH:40]=[CH:39][N:38]=[N:37]3)[O:32][C:31]2=[O:41])[CH:14]=[CH:15][C:16]=1[C:17]1[CH:22]=[CH:21][C:20]([C:23]2[CH2:27][C@@H:26]([CH2:28][O:8][C:7]([C:2]3[CH:3]=[N:4][CH:5]=[CH:6][N:1]=3)=[O:9])[O:25][N:24]=2)=[N:19][CH:18]=1, predict the reactants needed to synthesize it. The reactants are: [N:1]1[CH:6]=[CH:5][N:4]=[CH:3][C:2]=1[C:7]([OH:9])=[O:8].[F:10][C:11]1[CH:12]=[C:13]([N:30]2[CH2:34][C@H:33]([CH2:35][N:36]3[CH:40]=[CH:39][N:38]=[N:37]3)[O:32][C:31]2=[O:41])[CH:14]=[CH:15][C:16]=1[C:17]1[CH:18]=[N:19][C:20]([C:23]2[CH2:27][C@@H:26]([CH2:28]O)[O:25][N:24]=2)=[CH:21][CH:22]=1.CN(C=O)C.C(N=C=NC(C)C)(C)C.